Dataset: Reaction yield outcomes from USPTO patents with 853,638 reactions. Task: Predict the reaction yield, written as a fraction of the theoretical maximum amount of product (1.0 means a 100% yield; for example, 0.34 means a 34% yield). (1) The product is [ClH:2].[CH2:22]([O:29][C:30]1[CH:31]=[CH:32][C:33]([NH:34][C:3]2[C:12]3[C:7](=[CH:8][C:9]([F:14])=[C:10]([I:13])[CH:11]=3)[N:6]=[CH:5][N:4]=2)=[CH:35][CH:36]=1)[C:23]1[CH:24]=[CH:25][CH:26]=[CH:27][CH:28]=1. The catalyst is ClCCl. The yield is 0.790. The reactants are Cl.[Cl:2][C:3]1[C:12]2[C:7](=[CH:8][C:9]([F:14])=[C:10]([I:13])[CH:11]=2)[N:6]=[CH:5][N:4]=1.O1CCOCC1.Cl.[CH2:22]([O:29][C:30]1[CH:36]=[CH:35][C:33]([NH2:34])=[CH:32][CH:31]=1)[C:23]1[CH:28]=[CH:27][CH:26]=[CH:25][CH:24]=1. (2) The reactants are [OH:1][CH2:2][CH2:3][CH2:4][CH2:5][OH:6].[H-].[Na+].F[C:10]1[CH:19]=[C:18]2[C:13]([C:14](=[O:20])[NH:15][CH:16]=[N:17]2)=[CH:12][CH:11]=1.Cl. The catalyst is CC(N(C)C)=O.[Cl-].[Na+].O. The product is [OH:1][CH2:2][CH2:3][CH2:4][CH2:5][O:6][C:10]1[CH:19]=[C:18]2[C:13]([C:14](=[O:20])[NH:15][CH:16]=[N:17]2)=[CH:12][CH:11]=1. The yield is 0.410.